The task is: Binary Classification. Given a T-cell receptor sequence (or CDR3 region) and an epitope sequence, predict whether binding occurs between them.. This data is from TCR-epitope binding with 47,182 pairs between 192 epitopes and 23,139 TCRs. (1) The epitope is AVFDRKSDAK. The TCR CDR3 sequence is CASSQGYNEQFF. Result: 1 (the TCR binds to the epitope). (2) The epitope is YLDAYNMMI. The TCR CDR3 sequence is CASSQDDSPADSGANVLTF. Result: 1 (the TCR binds to the epitope). (3) The epitope is GTSGSPIINR. The TCR CDR3 sequence is CSAQTSGSGEQYF. Result: 0 (the TCR does not bind to the epitope).